This data is from Catalyst prediction with 721,799 reactions and 888 catalyst types from USPTO. The task is: Predict which catalyst facilitates the given reaction. (1) Reactant: [C:1]([CH:4]1[CH2:9][CH2:8][N:7]([C:10]([O:12][C:13]([CH3:16])([CH3:15])[CH3:14])=[O:11])[CH2:6][CH2:5]1)(=[O:3])[CH3:2].[BH4-].[Na+]. Product: [OH:3][CH:1]([CH:4]1[CH2:5][CH2:6][N:7]([C:10]([O:12][C:13]([CH3:14])([CH3:16])[CH3:15])=[O:11])[CH2:8][CH2:9]1)[CH3:2]. The catalyst class is: 5. (2) Reactant: [Br:1][C:2]1[CH:3]=[C:4]([C:18]([OH:20])=O)[C:5]2[CH:6]=[N:7][N:8]([C:11]3[CH:16]=[CH:15][C:14]([F:17])=[CH:13][CH:12]=3)[C:9]=2[CH:10]=1.C1CN([P+](ON2N=NC3C=CC=CC2=3)(N2CCCC2)N2CCCC2)CC1.F[P-](F)(F)(F)(F)F.C(N(CC)CC)C.[NH2:61][CH2:62][C:63]1[CH:68]=[CH:67][C:66]([S:69]([NH:72][CH3:73])(=[O:71])=[O:70])=[CH:65][CH:64]=1. Product: [CH3:73][NH:72][S:69]([C:66]1[CH:67]=[CH:68][C:63]([CH2:62][NH:61][C:18]([C:4]2[C:5]3[CH:6]=[N:7][N:8]([C:11]4[CH:12]=[CH:13][C:14]([F:17])=[CH:15][CH:16]=4)[C:9]=3[CH:10]=[C:2]([Br:1])[CH:3]=2)=[O:20])=[CH:64][CH:65]=1)(=[O:70])=[O:71]. The catalyst class is: 3. (3) Product: [Cl:17][C:18]1[CH:31]=[C:30]([Cl:32])[CH:29]=[CH:28][C:19]=1[O:20][C:21]1[CH:27]=[CH:26][CH:25]=[CH:24][C:22]=1[NH:23][S:10]([C:7]1[CH:8]=[CH:9][C:4]([NH:1][C:33](=[O:35])[O:36][CH3:37])=[CH:5][CH:6]=1)(=[O:12])=[O:11]. The catalyst class is: 17. Reactant: [N:1]([C:4]1[CH:9]=[CH:8][C:7]([S:10](Cl)(=[O:12])=[O:11])=[CH:6][CH:5]=1)=C=O.CO.Cl.[Cl:17][C:18]1[CH:31]=[C:30]([Cl:32])[CH:29]=[CH:28][C:19]=1[O:20][C:21]1[CH:27]=[CH:26][CH:25]=[CH:24][C:22]=1[NH2:23].[C:33]([O:36][CH2:37]C)(=[O:35])C. (4) Reactant: [CH3:1][O:2][C:3]1[CH:8]=[CH:7][C:6]([S:9]([C:12]2[CH:17]=[CH:16][CH:15]=[C:14]([N+:18]([O-])=O)[CH:13]=2)(=[O:11])=[O:10])=[CH:5][CH:4]=1. Product: [CH3:1][O:2][C:3]1[CH:4]=[CH:5][C:6]([S:9]([C:12]2[CH:13]=[C:14]([CH:15]=[CH:16][CH:17]=2)[NH2:18])(=[O:10])=[O:11])=[CH:7][CH:8]=1. The catalyst class is: 94. (5) Reactant: [C:1]([O:5][C:6]([N:8]1[CH2:12][CH2:11][C@@H:10]([N:13]2[C:17]3[N:18]=[CH:19][N:20]=[C:21]([Cl:22])[C:16]=3[CH:15]=[CH:14]2)[CH2:9]1)=[O:7])([CH3:4])([CH3:3])[CH3:2].C1C(=O)N([I:30])C(=O)C1. Product: [C:1]([O:5][C:6]([N:8]1[CH2:12][CH2:11][C@@H:10]([N:13]2[C:17]3[N:18]=[CH:19][N:20]=[C:21]([Cl:22])[C:16]=3[C:15]([I:30])=[CH:14]2)[CH2:9]1)=[O:7])([CH3:4])([CH3:2])[CH3:3]. The catalyst class is: 3. (6) Reactant: CC1(C)C(C)(C)OB([C:9]2[CH:10]=[C:11]([CH:16]=[CH:17][CH:18]=2)[C:12]([O:14][CH3:15])=[O:13])O1.[CH3:20][CH:21]([O:23][C:24](=[O:41])[NH:25][C@H:26]1[C:35]2[C:30](=[CH:31][CH:32]=[C:33](Br)[CH:34]=2)[N:29]([C:37](=[O:39])[CH3:38])[C@@H:28]([CH3:40])[CH2:27]1)[CH3:22].C([O-])(O)=O.[Na+]. Product: [C:37]([N:29]1[C:30]2[C:35](=[CH:34][C:33]([C:9]3[CH:10]=[C:11]([CH:16]=[CH:17][CH:18]=3)[C:12]([O:14][CH3:15])=[O:13])=[CH:32][CH:31]=2)[C@H:26]([NH:25][C:24]([O:23][CH:21]([CH3:22])[CH3:20])=[O:41])[CH2:27][C@@H:28]1[CH3:40])(=[O:39])[CH3:38]. The catalyst class is: 819.